This data is from Reaction yield outcomes from USPTO patents with 853,638 reactions. The task is: Predict the reaction yield, written as a fraction of the theoretical maximum amount of product (1.0 means a 100% yield; for example, 0.34 means a 34% yield). (1) The reactants are [F:1][C:2]1[CH:7]=[CH:6][C:5]([NH:8][CH2:9][CH2:10][CH2:11][C:12]2[CH:19]=[CH:18][C:15]([CH:16]=[O:17])=[CH:14][CH:13]=2)=[CH:4][CH:3]=1.C(O[CH:23](OCC)[C:24]1C=CC(CCCNC2C=CC(F)=CC=2)=C[CH:25]=1)C.BrC(C)C.C([O-])([O-])=O.[K+].[K+]. The catalyst is CN(C=O)C.C(Cl)(Cl)Cl. The product is [F:1][C:2]1[CH:7]=[CH:6][C:5]([N:8]([CH:24]([CH3:25])[CH3:23])[CH2:9][CH2:10][CH2:11][C:12]2[CH:13]=[CH:14][C:15]([CH:16]=[O:17])=[CH:18][CH:19]=2)=[CH:4][CH:3]=1. The yield is 0.830. (2) The reactants are [F:1][C:2]1[CH:3]=[C:4]([C:12]2[CH:22]=[C:21]([C:23](O)=[O:24])[C:15]3[O:16][CH2:17][CH2:18][CH2:19][CH2:20][C:14]=3[CH:13]=2)[CH:5]=[C:6]([C:8](=[O:11])[NH:9][CH3:10])[CH:7]=1.[CH2:26]([O:28][C:29](=[O:46])[C:30](CC)([NH2:43])[CH2:31][C:32]1[C:40]2[C:35](=[C:36]([F:42])[CH:37]=[C:38]([F:41])[CH:39]=2)[NH:34][CH:33]=1)[CH3:27].C(Cl)CCl.C1C=CC2N(O)N=NC=2C=1. The catalyst is CN(C=O)C.C(N(CC)CC)C. The product is [CH2:26]([O:28][C:29](=[O:46])[CH:30]([NH:43][C:23]([C:21]1[C:15]2[O:16][CH2:17][CH2:18][CH2:19][CH2:20][C:14]=2[CH:13]=[C:12]([C:4]2[CH:5]=[C:6]([C:8](=[O:11])[NH:9][CH3:10])[CH:7]=[C:2]([F:1])[CH:3]=2)[CH:22]=1)=[O:24])[CH2:31][C:32]1[C:40]2[C:35](=[C:36]([F:42])[CH:37]=[C:38]([F:41])[CH:39]=2)[NH:34][CH:33]=1)[CH3:27]. The yield is 0.780. (3) The reactants are [BH-](OC(C)=O)(OC(C)=O)OC(C)=O.[Na+].[NH:15]1[CH2:19][CH2:18][CH2:17][CH2:16]1.O=[CH:21][C:22]1[CH:30]=[CH:29][C:27]([OH:28])=[C:24]([O:25][CH3:26])[CH:23]=1.[OH-].[Na+]. The catalyst is C(Cl)Cl.O. The product is [CH3:26][O:25][C:24]1[CH:23]=[C:22]([CH2:21][N:15]2[CH2:19][CH2:18][CH2:17][CH2:16]2)[CH:30]=[CH:29][C:27]=1[OH:28]. The yield is 0.750. (4) The reactants are CC(C)([O-])C.[K+].COP([CH2:13][C:14]([O:16][C:17]([CH3:20])([CH3:19])[CH3:18])=[O:15])(OC)=O.[Cl:21][C:22]1[CH:23]=[CH:24][C:25]([O:30][CH:31]([F:33])[F:32])=[C:26]([CH:29]=1)[CH:27]=O. The catalyst is C1COCC1. The product is [C:17]([O:16][C:14](=[O:15])/[CH:13]=[CH:27]/[C:26]1[CH:29]=[C:22]([Cl:21])[CH:23]=[CH:24][C:25]=1[O:30][CH:31]([F:33])[F:32])([CH3:18])([CH3:19])[CH3:20]. The yield is 0.740. (5) The reactants are C([O:3][C:4](=O)[CH:5]=[CH:6][C@@H:7]([CH3:50])[C@H:8]([O:40][CH2:41][C:42]1[CH:47]=[CH:46][C:45]([O:48][CH3:49])=[CH:44][CH:43]=1)[CH2:9][C@@H:10]([O:30][CH2:31][C:32]1[CH:37]=[CH:36][C:35]([O:38][CH3:39])=[CH:34][CH:33]=1)[CH2:11][O:12][Si:13]([C:26]([CH3:29])([CH3:28])[CH3:27])([C:20]1[CH:25]=[CH:24][CH:23]=[CH:22][CH:21]=1)[C:14]1[CH:19]=[CH:18][CH:17]=[CH:16][CH:15]=1)C. The catalyst is C(Cl)Cl.C1(C)C=CC=CC=1. The product is [Si:13]([O:12][CH2:11][C@H:10]([O:30][CH2:31][C:32]1[CH:33]=[CH:34][C:35]([O:38][CH3:39])=[CH:36][CH:37]=1)[CH2:9][C@@H:8]([O:40][CH2:41][C:42]1[CH:47]=[CH:46][C:45]([O:48][CH3:49])=[CH:44][CH:43]=1)[C@H:7]([CH3:50])[CH:6]=[CH:5][CH2:4][OH:3])([C:26]([CH3:29])([CH3:27])[CH3:28])([C:14]1[CH:19]=[CH:18][CH:17]=[CH:16][CH:15]=1)[C:20]1[CH:21]=[CH:22][CH:23]=[CH:24][CH:25]=1. The yield is 0.800. (6) The reactants are Br[C:2]1[S:3][CH:4]=[C:5]([C:7]([NH:9][C@@H:10]([CH3:27])[CH2:11][N:12]2[CH:16]=[CH:15][C:14]([C:17]3[CH:22]=[CH:21][C:20]([C:23]#[N:24])=[C:19]([Cl:25])[C:18]=3[CH3:26])=[N:13]2)=[O:8])[N:6]=1.[CH3:28][O:29][CH2:30][CH2:31][NH2:32]. The catalyst is N1C=CC=CC=1. The product is [Cl:25][C:19]1[C:18]([CH3:26])=[C:17]([C:14]2[CH:15]=[CH:16][N:12]([CH2:11][C@@H:10]([NH:9][C:7]([C:5]3[N:6]=[C:2]([NH:32][CH2:31][CH2:30][O:29][CH3:28])[S:3][CH:4]=3)=[O:8])[CH3:27])[N:13]=2)[CH:22]=[CH:21][C:20]=1[C:23]#[N:24]. The yield is 0.385. (7) The reactants are Cl[C:2]1[CH:7]=[C:6]([NH:8][CH2:9][CH2:10][NH2:11])[CH:5]=[C:4]([CH3:12])[N:3]=1.[Na].[CH3:14][CH:15]([CH2:18][CH3:19])[CH2:16][OH:17].C1(OC2C=CC=CC=2)C=CC=CC=1. The catalyst is CS(C)=O. The product is [CH3:12][C:4]1[CH:5]=[C:6]([NH:8][CH2:9][CH2:10][NH2:11])[CH:7]=[C:2]([O:17][CH2:16][CH:15]([CH3:14])[CH2:18][CH3:19])[N:3]=1. The yield is 0.700. (8) The reactants are [CH3:1][CH2:2][C:3]([C:5]1[CH:10]=[CH:9][C:8]([OH:11])=[CH:7][CH:6]=1)=[O:4].[CH2:12](Cl)[C:13]1[CH:18]=[CH:17][CH:16]=[CH:15][CH:14]=1.C([O-])([O-])=O.[K+].[K+].O. The catalyst is CCO. The product is [CH2:12]([O:11][C:8]1[CH:7]=[CH:6][C:5]([C:3](=[O:4])[CH2:2][CH3:1])=[CH:10][CH:9]=1)[C:13]1[CH:18]=[CH:17][CH:16]=[CH:15][CH:14]=1. The yield is 0.940. (9) The reactants are Br[C:2]1[CH:3]=[CH:4][C:5]2[O:14][CH2:13][CH2:12][C:11]3[S:10][C:9]([C:15]4[N:16]([CH:20]([CH3:22])[CH3:21])[N:17]=[CH:18][N:19]=4)=[N:8][C:7]=3[C:6]=2[CH:23]=1.[CH3:24][O:25][C:26]1[N:31]=[CH:30][C:29](B(O)O)=[CH:28][CH:27]=1. No catalyst specified. The product is [CH:20]([N:16]1[C:15]([C:9]2[S:10][C:11]3[CH2:12][CH2:13][O:14][C:5]4[CH:4]=[CH:3][C:2]([C:29]5[CH:30]=[N:31][C:26]([O:25][CH3:24])=[CH:27][CH:28]=5)=[CH:23][C:6]=4[C:7]=3[N:8]=2)=[N:19][CH:18]=[N:17]1)([CH3:22])[CH3:21]. The yield is 0.170. (10) The reactants are Br[CH2:2][C:3]([NH:5][C:6]1[CH:11]=[C:10]([O:12][CH3:13])[CH:9]=[CH:8][C:7]=1[OH:14])=[O:4].C(=O)([O-])[O-].[K+].[K+].CC#N.O.FC(F)(F)C(O)=O. The catalyst is CN(C)C=O.C(OCC)(=O)C. The yield is 0.880. The product is [CH3:13][O:12][C:10]1[CH:9]=[CH:8][C:7]2[O:14][CH2:2][C:3](=[O:4])[NH:5][C:6]=2[CH:11]=1.